From a dataset of Full USPTO retrosynthesis dataset with 1.9M reactions from patents (1976-2016). Predict the reactants needed to synthesize the given product. (1) Given the product [ClH:30].[N:18]1[CH:23]=[CH:22][C:21]([N:24]2[CH2:25][CH2:26][CH:27]([C:28]([NH:16][C:11]3[CH:12]=[CH:13][CH:14]=[CH:15][C:10]=3[C:9]([NH:8][C:3]3[CH:4]=[CH:5][CH:6]=[CH:7][C:2]=3[F:1])=[O:17])=[O:29])[CH2:31][CH2:32]2)=[CH:20][CH:19]=1, predict the reactants needed to synthesize it. The reactants are: [F:1][C:2]1[CH:7]=[CH:6][CH:5]=[CH:4][C:3]=1[NH:8][C:9](=[O:17])[C:10]1[CH:15]=[CH:14][CH:13]=[CH:12][C:11]=1[NH2:16].[N:18]1[CH:23]=[CH:22][C:21]([N:24]2[CH2:32][CH2:31][CH:27]([C:28]([Cl:30])=[O:29])[CH2:26][CH2:25]2)=[CH:20][CH:19]=1. (2) Given the product [C:34]1([CH3:44])[CH:35]=[CH:36][C:37]([S:40]([OH:43])(=[O:41])=[O:42])=[CH:38][CH:39]=1.[F:1][C:2]1[CH:7]=[CH:6][C:5]([C:8]2[N:9]=[C:10]([CH:14]3[CH2:19][CH2:18][N:17]([C:20]4[N:25]=[CH:24][N:23]=[C:22]5[NH:26][N:27]=[CH:28][C:21]=45)[CH2:16][CH2:15]3)[N:11]([CH3:13])[CH:12]=2)=[CH:4][C:3]=1[C:29]([F:31])([F:30])[F:32], predict the reactants needed to synthesize it. The reactants are: [F:1][C:2]1[CH:7]=[CH:6][C:5]([C:8]2[N:9]=[C:10]([CH:14]3[CH2:19][CH2:18][N:17]([C:20]4[N:25]=[CH:24][N:23]=[C:22]5[NH:26][N:27]=[CH:28][C:21]=45)[CH2:16][CH2:15]3)[N:11]([CH3:13])[CH:12]=2)=[CH:4][C:3]=1[C:29]([F:32])([F:31])[F:30].O.[C:34]1([CH3:44])[CH:39]=[CH:38][C:37]([S:40]([OH:43])(=[O:42])=[O:41])=[CH:36][CH:35]=1.O. (3) Given the product [C:12]1([N:6]2[CH2:5][C:4]3[C:8](=[CH:9][CH:10]=[C:2]([B:18]4[O:22][C:21]([CH3:24])([CH3:23])[C:20]([CH3:26])([CH3:25])[O:19]4)[CH:3]=3)[C:7]2=[O:11])[CH:17]=[CH:16][CH:15]=[CH:14][CH:13]=1, predict the reactants needed to synthesize it. The reactants are: Br[C:2]1[CH:3]=[C:4]2[C:8](=[CH:9][CH:10]=1)[C:7](=[O:11])[N:6]([C:12]1[CH:17]=[CH:16][CH:15]=[CH:14][CH:13]=1)[CH2:5]2.[B:18]1([B:18]2[O:22][C:21]([CH3:24])([CH3:23])[C:20]([CH3:26])([CH3:25])[O:19]2)[O:22][C:21]([CH3:24])([CH3:23])[C:20]([CH3:26])([CH3:25])[O:19]1.C([O-])(=O)C.[K+]. (4) Given the product [CH3:10][CH2:11][O:12][C:13]([C:15]1[CH:20]([C:21]2[CH:22]=[CH:23][CH:24]=[CH:25][C:26]=2[Cl:27])[C:19]([C:28]([O:30][CH3:31])=[O:29])=[C:18]([CH3:32])[NH:17][C:16]=1[CH2:33][O:34][CH2:35][CH2:36][NH2:37])=[O:14].[O:1]=[C:2]1[O:6][CH:5]([C:7]([O-:9])=[O:8])[CH2:4][CH2:3]1, predict the reactants needed to synthesize it. The reactants are: [O:1]=[C:2]1[O:6][CH:5]([C:7]([O-:9])=[O:8])[CH2:4][CH2:3]1.[CH3:10][CH2:11][O:12][C:13]([C:15]1[CH:20]([C:21]2[CH:22]=[CH:23][CH:24]=[CH:25][C:26]=2[Cl:27])[C:19]([C:28]([O:30][CH3:31])=[O:29])=[C:18]([CH3:32])[NH:17][C:16]=1[CH2:33][O:34][CH2:35][CH2:36][NH2:37])=[O:14].C1C=CC(S(O)(=O)=O)=CC=1. (5) Given the product [Br:1][C:2]1[C:3]([C:7]([CH3:10])([CH3:9])[CH3:8])=[N:4][N:5]([CH2:11][OH:12])[CH:6]=1, predict the reactants needed to synthesize it. The reactants are: [Br:1][C:2]1[C:3]([C:7]([CH3:10])([CH3:9])[CH3:8])=[N:4][NH:5][CH:6]=1.[CH2:11]=[O:12]. (6) Given the product [CH3:1][C:2]1[N:3]=[C:4]([C:7]2[C:8]3[CH2:16][CH2:15][CH:14]([C:17]([F:20])([F:18])[F:19])[CH2:13][C:9]=3[S:10][C:11]=2[NH:12][C:30]([C:21]2[CH2:26][CH2:25][CH2:24][CH2:23][C:22]=2[C:27]([OH:29])=[O:28])=[O:31])[S:5][CH:6]=1, predict the reactants needed to synthesize it. The reactants are: [CH3:1][C:2]1[N:3]=[C:4]([C:7]2[C:8]3[CH2:16][CH2:15][CH:14]([C:17]([F:20])([F:19])[F:18])[CH2:13][C:9]=3[S:10][C:11]=2[NH2:12])[S:5][CH:6]=1.[C:21]12[C:30](=[O:31])[O:29][C:27](=[O:28])[C:22]=1[CH2:23][CH2:24][CH2:25][CH2:26]2.